Dataset: TCR-epitope binding with 47,182 pairs between 192 epitopes and 23,139 TCRs. Task: Binary Classification. Given a T-cell receptor sequence (or CDR3 region) and an epitope sequence, predict whether binding occurs between them. (1) The epitope is SEISMDNSPNL. The TCR CDR3 sequence is CASSHSDSYEQYF. Result: 1 (the TCR binds to the epitope). (2) The epitope is LLMPILTLT. The TCR CDR3 sequence is CASSLEGDQPQHF. Result: 0 (the TCR does not bind to the epitope).